This data is from Forward reaction prediction with 1.9M reactions from USPTO patents (1976-2016). The task is: Predict the product of the given reaction. (1) The product is: [O:50]=[C:49]1[CH2:48][CH2:47][C:45](=[O:46])[N:44]1[O:43][C:41]([NH:53][C@H:51]1[CH2:52][CH2:30][CH2:29][N:28]([CH2:14][CH2:13][NH:12][C:16](=[O:17])[O:18][CH2:19][C:20]2[CH:21]=[CH:22][CH:23]=[CH:24][CH:25]=2)[CH2:31][CH2:32]1)=[O:42]. Given the reactants C(OC(N[C@H]1C[CH2:14][CH2:13][N:12]([C:16]([O:18][CH2:19][C:20]2[CH:25]=[CH:24][CH:23]=[CH:22][CH:21]=2)=[O:17])CC1)=O)(C)(C)C.C([N:28]([CH2:31][CH3:32])[CH2:29][CH3:30])C.C1C(=O)N(O[C:41]([O:43][N:44]2[C:49](=[O:50])[CH2:48][CH2:47][C:45]2=[O:46])=[O:42])C(=O)C1.[C:51](#[N:53])[CH3:52], predict the reaction product. (2) Given the reactants [N+:1]([C:4]1[CH:9]=[C:8]([CH2:10][CH:11]2[CH2:16][CH2:15][NH:14][CH2:13][CH2:12]2)[CH:7]=[CH:6][C:5]=1[OH:17])([O-:3])=[O:2].C(N(CC)CC)C.[C:25](O[C:25]([O:27][C:28]([CH3:31])([CH3:30])[CH3:29])=[O:26])([O:27][C:28]([CH3:31])([CH3:30])[CH3:29])=[O:26], predict the reaction product. The product is: [OH:17][C:5]1[CH:6]=[CH:7][C:8]([CH2:10][CH:11]2[CH2:16][CH2:15][N:14]([C:25]([O:27][C:28]([CH3:31])([CH3:30])[CH3:29])=[O:26])[CH2:13][CH2:12]2)=[CH:9][C:4]=1[N+:1]([O-:3])=[O:2]. (3) Given the reactants [CH3:1][C:2]1[CH:7]=[C:6]([CH3:8])[N:5]=[C:4]([NH:9][CH2:10][C@@H:11]2[CH2:16][CH2:15][C@H:14]([CH3:17])[CH2:13][N:12]2C(OC(C)(C)C)=O)[N:3]=1.C(O)(C(F)(F)F)=O, predict the reaction product. The product is: [CH3:8][C:6]1[CH:7]=[C:2]([CH3:1])[N:3]=[C:4]([NH:9][CH2:10][C@@H:11]2[CH2:16][CH2:15][C@H:14]([CH3:17])[CH2:13][NH:12]2)[N:5]=1. (4) Given the reactants [CH3:1][O:2][C:3]1[CH:8]=[CH:7][C:6]([C:9]2[N:10]=[CH:11][C:12]([CH2:15][OH:16])=[N:13][CH:14]=2)=[C:5]([C:17]([F:20])([F:19])[F:18])[CH:4]=1.CCN(C(C)C)C(C)C.[CH3:30][S:31](Cl)(=[O:33])=[O:32], predict the reaction product. The product is: [CH3:1][O:2][C:3]1[CH:8]=[CH:7][C:6]([C:9]2[N:10]=[CH:11][C:12]([CH2:15][O:16][S:31]([CH3:30])(=[O:33])=[O:32])=[N:13][CH:14]=2)=[C:5]([C:17]([F:20])([F:18])[F:19])[CH:4]=1. (5) The product is: [Cl:1][C:2]1[C:10]([Cl:11])=[C:9]2[C:5]([CH2:6][C:7]([CH:14]3[CH2:18][CH2:17][CH2:16][CH2:15]3)([CH3:13])[C:8]2=[O:12])=[CH:4][C:3]=1[O:19][CH2:20][CH2:21][O:22][C:23]1[CH:24]=[CH:25][C:26]([C:27]2[N:35]=[N:36][NH:37][N:28]=2)=[CH:29][CH:30]=1. Given the reactants [Cl:1][C:2]1[C:10]([Cl:11])=[C:9]2[C:5]([CH2:6][C:7]([CH:14]3[CH2:18][CH2:17][CH2:16][CH2:15]3)([CH3:13])[C:8]2=[O:12])=[CH:4][C:3]=1[O:19][CH2:20][CH2:21][O:22][C:23]1[CH:30]=[CH:29][C:26]([C:27]#[N:28])=[CH:25][CH:24]=1.C[Si]([N:35]=[N+:36]=[N-:37])(C)C.C([Sn](=O)CCCC)CCC, predict the reaction product. (6) Given the reactants [Cl:1][C:2]1[CH:15]=[CH:14][C:13]2[S:12][C:11]3[C:6](=[CH:7][CH:8]=[CH:9][CH:10]=3)[NH:5][C:4]=2[CH:3]=1.[Cl:16][CH2:17][C:18](Cl)=[O:19], predict the reaction product. The product is: [Cl:16][CH2:17][C:18]([N:5]1[C:4]2[CH:3]=[C:2]([Cl:1])[CH:15]=[CH:14][C:13]=2[S:12][C:11]2[C:6]1=[CH:7][CH:8]=[CH:9][CH:10]=2)=[O:19]. (7) Given the reactants FC(F)(F)C([O-])=O.[C:8]([C:11]1[C:12]([NH:25][C:26]2[CH:31]=[CH:30][CH:29]=[CH:28][CH:27]=2)=[N:13][N:14]([C:16]2([CH2:22][C:23]#[N:24])[CH2:21][CH2:20][NH2+:19][CH2:18][CH2:17]2)[CH:15]=1)(=[O:10])[NH2:9].CCN(C(C)C)C(C)C.[C:41](Cl)(=[O:44])[CH2:42][CH3:43], predict the reaction product. The product is: [C:23]([CH2:22][C:16]1([N:14]2[CH:15]=[C:11]([C:8]([NH2:9])=[O:10])[C:12]([NH:25][C:26]3[CH:31]=[CH:30][CH:29]=[CH:28][CH:27]=3)=[N:13]2)[CH2:21][CH2:20][N:19]([C:41](=[O:44])[CH2:42][CH3:43])[CH2:18][CH2:17]1)#[N:24]. (8) Given the reactants Cl[C:2]1[N:10]=[CH:9][N:8]=[C:7]2[C:3]=1[NH:4][CH:5]=[N:6]2.[C:11]([O:15][C:16](=[O:29])[NH:17][CH:18]([C:22]1[CH:27]=[CH:26][C:25]([Cl:28])=[CH:24][CH:23]=1)[CH2:19][CH2:20][NH2:21])([CH3:14])([CH3:13])[CH3:12], predict the reaction product. The product is: [C:11]([O:15][C:16](=[O:29])[NH:17][CH:18]([C:22]1[CH:23]=[CH:24][C:25]([Cl:28])=[CH:26][CH:27]=1)[CH2:19][CH2:20][NH:21][C:2]1[N:10]=[CH:9][N:8]=[C:7]2[C:3]=1[N:4]=[CH:5][NH:6]2)([CH3:14])([CH3:12])[CH3:13]. (9) Given the reactants [CH3:1][C:2]([CH3:22])=[CH:3][C:4]1[C:16]([NH2:17])=[C:15]([CH:18]=[C:19]([CH3:21])[CH3:20])[C:7]2[O:8][C:9]3[CH:14]=[CH:13][CH:12]=[CH:11][C:10]=3[C:6]=2[CH:5]=1, predict the reaction product. The product is: [CH2:3]([C:4]1[C:16]([NH2:17])=[C:15]([CH2:18][CH:19]([CH3:21])[CH3:20])[C:7]2[O:8][C:9]3[CH:14]=[CH:13][CH:12]=[CH:11][C:10]=3[C:6]=2[CH:5]=1)[CH:2]([CH3:22])[CH3:1].